Task: Predict which catalyst facilitates the given reaction.. Dataset: Catalyst prediction with 721,799 reactions and 888 catalyst types from USPTO (1) Reactant: [Cl:1][C:2]1[N:7]=[C:6]([CH2:8][C:9]([C:11]2[CH:16]=[CH:15][C:14]([O:17][CH3:18])=[CH:13][CH:12]=2)=O)[CH:5]=[CH:4][CH:3]=1.Cl.[NH2:20][OH:21].[OH-].[Na+]. Product: [Cl:1][C:2]1[N:7]=[C:6]([CH2:8][C:9]([C:11]2[CH:16]=[CH:15][C:14]([O:17][CH3:18])=[CH:13][CH:12]=2)=[N:20][OH:21])[CH:5]=[CH:4][CH:3]=1. The catalyst class is: 5. (2) Reactant: Br[C:2]1[CH:3]=[C:4]([NH:10][C:11]2[CH:16]=[N:15][C:14]([N:17]3[CH2:22][CH2:21][N:20]([CH:23]4[CH2:26][O:25][CH2:24]4)[CH2:19][CH2:18]3)=[CH:13][N:12]=2)[C:5](=[O:9])[N:6]([CH3:8])[CH:7]=1.[C:27]([O:30][CH2:31][C:32]1[C:33]([N:47]2[CH2:59][CH2:58][N:50]3[C:51]4[CH2:52][CH2:53][CH2:54][CH2:55][C:56]=4[CH:57]=[C:49]3[C:48]2=[O:60])=[N:34][CH:35]=[CH:36][C:37]=1B1OC(C)(C)C(C)(C)O1)(=[O:29])[CH3:28].C([O-])(=O)C.[Na+].[O-]P([O-])([O-])=O.[K+].[K+].[K+]. Product: [C:27]([O:30][CH2:31][C:32]1[C:33]([N:47]2[CH2:59][CH2:58][N:50]3[C:51]4[CH2:52][CH2:53][CH2:54][CH2:55][C:56]=4[CH:57]=[C:49]3[C:48]2=[O:60])=[N:34][CH:35]=[CH:36][C:37]=1[C:2]1[CH:3]=[C:4]([NH:10][C:11]2[CH:16]=[N:15][C:14]([N:17]3[CH2:22][CH2:21][N:20]([CH:23]4[CH2:26][O:25][CH2:24]4)[CH2:19][CH2:18]3)=[CH:13][N:12]=2)[C:5](=[O:9])[N:6]([CH3:8])[CH:7]=1)(=[O:29])[CH3:28]. The catalyst class is: 379. (3) Reactant: [F-:1].[K+].[C:3]([C:25]([F:27])=[O:26])([C:6]([C:9]([C:12]([C:15]([C:18]([C:21]([F:24])([F:23])[F:22])([F:20])[F:19])([F:17])[F:16])([F:14])[F:13])([F:11])[F:10])([F:8])[F:7])([F:5])[F:4].S(OC)(O[CH3:32])(=O)=O. Product: [C:25]([O:26][CH3:32])([C:3]([C:6]([C:9]([C:12]([C:15]([C:18]([C:21]([F:22])([F:23])[F:24])([F:19])[F:20])([F:17])[F:16])([F:14])[F:13])([F:11])[F:10])([F:8])[F:7])([F:5])[F:4])([F:27])[F:1]. The catalyst class is: 9. (4) Reactant: [Br:1][C:2]1[CH:3]=[C:4]([CH:9]2[C:18]3[C:17](=[O:19])[CH2:16][N:15](C(OC=C)=O)[CH2:14][C:13]=3[NH:12][C:11]3[CH2:25][N:26](C(OC=C)=O)[CH2:27][C:28](=[O:29])[C:10]2=3)[CH:5]=[CH:6][C:7]=1[F:8].[ClH:35].CCOCC. Product: [ClH:35].[ClH:35].[Br:1][C:2]1[CH:3]=[C:4]([CH:9]2[C:18]3[C:17](=[O:19])[CH2:16][NH:15][CH2:14][C:13]=3[NH:12][C:11]3[CH2:25][NH:26][CH2:27][C:28](=[O:29])[C:10]2=3)[CH:5]=[CH:6][C:7]=1[F:8]. The catalyst class is: 8. (5) Reactant: C([N:8]1[CH2:13][CH2:12][N:11]([C:14]([CH:16]2[CH2:18][CH2:17]2)=[O:15])[CH2:10][CH2:9]1)C1C=CC=CC=1. Product: [CH:16]1([C:14]([N:11]2[CH2:12][CH2:13][NH:8][CH2:9][CH2:10]2)=[O:15])[CH2:17][CH2:18]1. The catalyst class is: 256. (6) Reactant: C([O-])=O.[NH4+:4].[C:5]([CH:9]1[CH2:14][CH2:13][C:12](=O)[CH2:11][CH2:10]1)([CH3:8])([CH3:7])[CH3:6].C(O)(=O)C. Product: [C:5]([C@@H:9]1[CH2:14][CH2:13][C@H:12]([NH2:4])[CH2:11][CH2:10]1)([CH3:8])([CH3:7])[CH3:6]. The catalyst class is: 5. (7) Reactant: [CH3:1][NH:2][C:3](=[O:5])[CH3:4].N1C(C)=CC=CC=1C.C(Cl)(=O)C(Cl)=O.[F:20][C:21]([F:57])([F:56])[CH:22]([C:49]1[CH:54]=[CH:53][N+:52]([O-])=[CH:51][CH:50]=1)[O:23][C:24]1[C:33]([N:34]([CH2:41][O:42][CH2:43][CH2:44][Si:45]([CH3:48])([CH3:47])[CH3:46])[S:35]([CH2:38][CH2:39][CH3:40])(=[O:37])=[O:36])=[N:32][C:31]2[C:26](=[CH:27][CH:28]=[CH:29][CH:30]=2)[N:25]=1.C(=O)(O)[O-].[Na+]. Product: [CH3:1][N:2]([C:53]1[CH:54]=[C:49]([CH:22]([O:23][C:24]2[C:33]([N:34]([CH2:41][O:42][CH2:43][CH2:44][Si:45]([CH3:47])([CH3:46])[CH3:48])[S:35]([CH2:38][CH2:39][CH3:40])(=[O:37])=[O:36])=[N:32][C:31]3[C:26](=[CH:27][CH:28]=[CH:29][CH:30]=3)[N:25]=2)[C:21]([F:20])([F:57])[F:56])[CH:50]=[CH:51][N:52]=1)[C:3](=[O:5])[CH3:4]. The catalyst class is: 46.